From a dataset of Full USPTO retrosynthesis dataset with 1.9M reactions from patents (1976-2016). Predict the reactants needed to synthesize the given product. (1) The reactants are: [CH2:1]([O:3][C:4]([C:6]1[C:7]([OH:33])=[C:8]2[C:16](=[C:17]([C:24]3[CH:32]=[CH:31][C:27]4[O:28][CH2:29][O:30][C:26]=4[CH:25]=3)[C:18]=1[C:19]([O:21][CH2:22][CH3:23])=[O:20])[C:12]1[O:13][CH2:14][O:15][C:11]=1[CH:10]=[CH:9]2)=[O:5])[CH3:2].[CH3:34][Si](C=[N+]=[N-])(C)C. Given the product [CH2:1]([O:3][C:4]([C:6]1[C:7]([O:33][CH3:34])=[C:8]2[C:16](=[C:17]([C:24]3[CH:32]=[CH:31][C:27]4[O:28][CH2:29][O:30][C:26]=4[CH:25]=3)[C:18]=1[C:19]([O:21][CH2:22][CH3:23])=[O:20])[C:12]1[O:13][CH2:14][O:15][C:11]=1[CH:10]=[CH:9]2)=[O:5])[CH3:2], predict the reactants needed to synthesize it. (2) Given the product [F:37][C:36]([F:39])([F:38])[C:40]([OH:42])=[O:41].[F:37][C:36]([F:39])([F:38])[C:40]([OH:42])=[O:41].[Cl:1][C:2]1[CH:33]=[CH:32][C:5]([CH2:6][N:7]2[CH2:12][CH2:11][CH:10]([NH:13][CH2:14][C@H:15]([OH:31])[CH2:16][O:17][C:18]3[CH:23]=[C:22]([F:24])[CH:21]=[CH:20][C:19]=3[CH2:25][CH2:26][C:27]([OH:29])=[O:28])[CH2:9][CH2:8]2)=[CH:4][CH:3]=1, predict the reactants needed to synthesize it. The reactants are: [Cl:1][C:2]1[CH:33]=[CH:32][C:5]([CH2:6][N:7]2[CH2:12][CH2:11][CH:10]([NH:13][CH2:14][C@H:15]([OH:31])[CH2:16][O:17][C:18]3[CH:23]=[C:22]([F:24])[CH:21]=[CH:20][C:19]=3[CH2:25][CH2:26][C:27]([O:29]C)=[O:28])[CH2:9][CH2:8]2)=[CH:4][CH:3]=1.[OH-].[Na+].[C:36]([C:40]([OH:42])=[O:41])([F:39])([F:38])[F:37].